Regression. Given two drug SMILES strings and cell line genomic features, predict the synergy score measuring deviation from expected non-interaction effect. From a dataset of NCI-60 drug combinations with 297,098 pairs across 59 cell lines. (1) Drug 1: CC1=C(C=C(C=C1)NC2=NC=CC(=N2)N(C)C3=CC4=NN(C(=C4C=C3)C)C)S(=O)(=O)N.Cl. Drug 2: CC1C(C(CC(O1)OC2CC(CC3=C2C(=C4C(=C3O)C(=O)C5=C(C4=O)C(=CC=C5)OC)O)(C(=O)CO)O)N)O.Cl. Cell line: MDA-MB-435. Synergy scores: CSS=61.4, Synergy_ZIP=8.18, Synergy_Bliss=8.67, Synergy_Loewe=4.72, Synergy_HSA=11.1. (2) Drug 1: C1=C(C(=O)NC(=O)N1)N(CCCl)CCCl. Drug 2: CN(C)C1=NC(=NC(=N1)N(C)C)N(C)C. Cell line: SF-539. Synergy scores: CSS=39.1, Synergy_ZIP=1.13, Synergy_Bliss=1.83, Synergy_Loewe=-30.8, Synergy_HSA=-0.188. (3) Drug 1: CC1=CC2C(CCC3(C2CCC3(C(=O)C)OC(=O)C)C)C4(C1=CC(=O)CC4)C. Drug 2: B(C(CC(C)C)NC(=O)C(CC1=CC=CC=C1)NC(=O)C2=NC=CN=C2)(O)O. Synergy scores: CSS=6.85, Synergy_ZIP=-5.23, Synergy_Bliss=-6.70, Synergy_Loewe=-94.5, Synergy_HSA=-4.76. Cell line: CCRF-CEM. (4) Drug 1: COC1=C(C=C2C(=C1)N=CN=C2NC3=CC(=C(C=C3)F)Cl)OCCCN4CCOCC4. Drug 2: B(C(CC(C)C)NC(=O)C(CC1=CC=CC=C1)NC(=O)C2=NC=CN=C2)(O)O. Cell line: HOP-62. Synergy scores: CSS=9.35, Synergy_ZIP=-3.06, Synergy_Bliss=-0.213, Synergy_Loewe=-1.82, Synergy_HSA=-2.09. (5) Drug 1: CCCS(=O)(=O)NC1=C(C(=C(C=C1)F)C(=O)C2=CNC3=C2C=C(C=N3)C4=CC=C(C=C4)Cl)F. Drug 2: CC1=CC2C(CCC3(C2CCC3(C(=O)C)OC(=O)C)C)C4(C1=CC(=O)CC4)C. Cell line: RXF 393. Synergy scores: CSS=10.8, Synergy_ZIP=-1.20, Synergy_Bliss=7.83, Synergy_Loewe=-2.43, Synergy_HSA=3.79. (6) Drug 1: C1CC(=O)NC(=O)C1N2CC3=C(C2=O)C=CC=C3N. Drug 2: C1=CC(=CC=C1CCC2=CNC3=C2C(=O)NC(=N3)N)C(=O)NC(CCC(=O)O)C(=O)O. Cell line: SK-MEL-2. Synergy scores: CSS=1.59, Synergy_ZIP=0.809, Synergy_Bliss=-7.05, Synergy_Loewe=-41.5, Synergy_HSA=-5.38. (7) Drug 1: CC1=C(C=C(C=C1)NC(=O)C2=CC=C(C=C2)CN3CCN(CC3)C)NC4=NC=CC(=N4)C5=CN=CC=C5. Drug 2: CC1=C2C(C(=O)C3(C(CC4C(C3C(C(C2(C)C)(CC1OC(=O)C(C(C5=CC=CC=C5)NC(=O)OC(C)(C)C)O)O)OC(=O)C6=CC=CC=C6)(CO4)OC(=O)C)O)C)O. Cell line: RXF 393. Synergy scores: CSS=12.8, Synergy_ZIP=5.34, Synergy_Bliss=6.13, Synergy_Loewe=6.28, Synergy_HSA=6.21. (8) Cell line: HS 578T. Drug 2: CC1C(C(CC(O1)OC2CC(CC3=C2C(=C4C(=C3O)C(=O)C5=CC=CC=C5C4=O)O)(C(=O)C)O)N)O. Synergy scores: CSS=56.8, Synergy_ZIP=4.31, Synergy_Bliss=5.94, Synergy_Loewe=-10.8, Synergy_HSA=10.2. Drug 1: C1=NC(=NC(=O)N1C2C(C(C(O2)CO)O)O)N. (9) Drug 1: CC1C(C(CC(O1)OC2CC(CC3=C2C(=C4C(=C3O)C(=O)C5=C(C4=O)C(=CC=C5)OC)O)(C(=O)CO)O)N)O.Cl. Drug 2: CN(C)N=NC1=C(NC=N1)C(=O)N. Cell line: COLO 205. Synergy scores: CSS=8.52, Synergy_ZIP=-1.55, Synergy_Bliss=2.34, Synergy_Loewe=-6.62, Synergy_HSA=-1.34. (10) Drug 1: C1=NC2=C(N1)C(=S)N=C(N2)N. Drug 2: CN(CCCl)CCCl.Cl. Cell line: SK-OV-3. Synergy scores: CSS=36.7, Synergy_ZIP=-8.05, Synergy_Bliss=-3.87, Synergy_Loewe=-8.89, Synergy_HSA=-4.40.